Dataset: Reaction yield outcomes from USPTO patents with 853,638 reactions. Task: Predict the reaction yield, written as a fraction of the theoretical maximum amount of product (1.0 means a 100% yield; for example, 0.34 means a 34% yield). (1) The reactants are Cl.[CH3:2][O:3][C:4]1[CH:5]=[C:6]2[C:11](=[C:12]([N:14]3[CH2:20][CH2:19][CH2:18][N:17]([CH3:21])[CH2:16][CH2:15]3)[CH:13]=1)[O:10][C:9]([C:22](O)=[O:23])=[CH:8][C:7]2=[O:25].[O:26]1[CH2:31][CH2:30][N:29]([C:32]2[CH:38]=[CH:37][C:35]([NH2:36])=[CH:34][CH:33]=2)[CH2:28][CH2:27]1.CN(C(ON1N=NC2C=CC=CC1=2)=[N+](C)C)C.[B-](F)(F)(F)F.C1C=CC2N(O)N=NC=2C=1. The catalyst is CN(C=O)C. The product is [N:29]1([C:32]2[CH:33]=[CH:34][C:35]([NH:36][C:22]([C:9]3[O:10][C:11]4[C:6]([C:7](=[O:25])[CH:8]=3)=[CH:5][C:4]([O:3][CH3:2])=[CH:13][C:12]=4[N:14]3[CH2:20][CH2:19][CH2:18][N:17]([CH3:21])[CH2:16][CH2:15]3)=[O:23])=[CH:37][CH:38]=2)[CH2:28][CH2:27][O:26][CH2:31][CH2:30]1. The yield is 0.790. (2) The reactants are C(OC(=O)[NH:7][C:8]1([C:12]2[CH:17]=[CH:16][C:15]([C:18]3[C:27](=[O:28])[C:26]4[C:21](=[CH:22][CH:23]=[C:24]([F:29])[CH:25]=4)[O:20][C:19]=3[C:30]3[CH:35]=[CH:34][CH:33]=[CH:32][CH:31]=3)=[CH:14][CH:13]=2)[CH2:11][CH2:10][CH2:9]1)(C)(C)C.C(O)(C(F)(F)F)=O. The catalyst is C(Cl)Cl. The product is [NH2:7][C:8]1([C:12]2[CH:13]=[CH:14][C:15]([C:18]3[C:27](=[O:28])[C:26]4[C:21](=[CH:22][CH:23]=[C:24]([F:29])[CH:25]=4)[O:20][C:19]=3[C:30]3[CH:35]=[CH:34][CH:33]=[CH:32][CH:31]=3)=[CH:16][CH:17]=2)[CH2:9][CH2:10][CH2:11]1. The yield is 0.820.